From a dataset of Reaction yield outcomes from USPTO patents with 853,638 reactions. Predict the reaction yield, written as a fraction of the theoretical maximum amount of product (1.0 means a 100% yield; for example, 0.34 means a 34% yield). (1) The reactants are [H-].[Na+].[C:3]([C:6]1[CH:10]=[CH:9][S:8][CH:7]=1)(=[O:5])[CH3:4].[C:11](OC)(=[O:16])[C:12]([O:14][CH3:15])=[O:13]. The catalyst is CN(C=O)C. The product is [CH3:15][O:14][C:12](=[O:13])[C:11](=[O:16])[CH2:4][C:3](=[O:5])[C:6]1[CH:10]=[CH:9][S:8][CH:7]=1. The yield is 0.900. (2) The reactants are [CH2:1]([O:3][C:4](=[O:24])[C:5]([O:21][CH2:22][CH3:23])=[CH:6][C:7]1[CH:12]=[CH:11][C:10]([O:13][CH2:14][C:15]2[CH:20]=[CH:19][CH:18]=[CH:17][CH:16]=2)=[CH:9][CH:8]=1)[CH3:2]. The catalyst is CO.[Rh]. The product is [CH2:1]([O:3][C:4](=[O:24])[CH:5]([O:21][CH2:22][CH3:23])[CH2:6][C:7]1[CH:12]=[CH:11][C:10]([O:13][CH2:14][C:15]2[CH:16]=[CH:17][CH:18]=[CH:19][CH:20]=2)=[CH:9][CH:8]=1)[CH3:2]. The yield is 0.100. (3) The reactants are [C:1]([C:3]1[CH:8]=[CH:7][C:6]([C:9]2[N:10]=[C:11]([CH:14]([CH3:31])[C:15]([C:23]3[CH:28]=[C:27]([F:29])[CH:26]=[CH:25][C:24]=3[F:30])([OH:22])[CH2:16][N:17]3[CH:21]=[N:20][CH:19]=[N:18]3)[S:12][CH:13]=2)=[CH:5][CH:4]=1)#[N:2].[C@@:32]12([CH2:42][S:43](O)(=[O:45])=[O:44])[C:39]([CH3:41])([CH3:40])[CH:36]([CH2:37][CH2:38]1)[CH2:35][C:33]2=[O:34]. The catalyst is CC(C)=O.CO. The product is [C@@:32]12([CH2:42][S:43]([O:22][C@@:15]([C:23]3[CH:28]=[C:27]([F:29])[CH:26]=[CH:25][C:24]=3[F:30])([C@H:14]([C:11]3[S:12][CH:13]=[C:9]([C:6]4[CH:7]=[CH:8][C:3]([C:1]#[N:2])=[CH:4][CH:5]=4)[N:10]=3)[CH3:31])[CH2:16][N:17]3[CH:21]=[N:20][CH:19]=[N:18]3)(=[O:45])=[O:44])[C:39]([CH3:41])([CH3:40])[CH:36]([CH2:37][CH2:38]1)[CH2:35][C:33]2=[O:34]. The yield is 0.390. (4) The product is [O:1]1[CH2:6][CH2:5][CH2:4][O:3][CH:2]1[C:7]1[N:11]([CH3:12])[C:10]([C:13]2[S:21][C:20]3[C:15](=[N:16][CH:17]=[CH:18][C:19]=3[O:33][C:25]3[CH:26]=[CH:27][C:28]([N+:30]([O-:32])=[O:31])=[CH:29][C:24]=3[F:23])[CH:14]=2)=[N:9][CH:8]=1. The yield is 0.310. The catalyst is O(C1C=CC=CC=1)C1C=CC=CC=1.C(Cl)Cl. The reactants are [O:1]1[CH2:6][CH2:5][CH2:4][O:3][CH:2]1[C:7]1[N:11]([CH3:12])[C:10]([C:13]2[S:21][C:20]3[C:15](=[N:16][CH:17]=[CH:18][C:19]=3Cl)[CH:14]=2)=[N:9][CH:8]=1.[F:23][C:24]1[CH:29]=[C:28]([N+:30]([O-:32])=[O:31])[CH:27]=[CH:26][C:25]=1[OH:33].C([O-])(O)=O.[Na+]. (5) The reactants are [CH:1]([O:4][C:5]1[C:17]([O:18][CH3:19])=[CH:16][C:8]([O:9][CH2:10][C:11](OCC)=[O:12])=[C:7]([N+:20]([O-])=O)[CH:6]=1)([CH3:3])[CH3:2]. The catalyst is C(O)C.C(OCC)(=O)C.[Pd]. The product is [CH:1]([O:4][C:5]1[C:17]([O:18][CH3:19])=[CH:16][C:8]2[O:9][CH2:10][C:11](=[O:12])[NH:20][C:7]=2[CH:6]=1)([CH3:3])[CH3:2]. The yield is 0.520. (6) The reactants are [CH3:1][C:2]([O:5][C:6]([CH2:8][C@H:9]([NH2:17])[C:10]([O:12][C:13]([CH3:16])([CH3:15])[CH3:14])=[O:11])=[O:7])([CH3:4])[CH3:3].[C:18]([O:22][C:23](=[O:52])[CH2:24][CH:25]([CH2:29][CH2:30][CH2:31][S:32][C:33]([C:46]1[CH:51]=[CH:50][CH:49]=[CH:48][CH:47]=1)([C:40]1[CH:45]=[CH:44][CH:43]=[CH:42][CH:41]=1)[C:34]1[CH:39]=[CH:38][CH:37]=[CH:36][CH:35]=1)[C:26](O)=[O:27])([CH3:21])([CH3:20])[CH3:19].C1C=CC2N(O)N=NC=2C=1.C1CN([P+](ON2N=NC3C=CC=CC2=3)(N2CCCC2)N2CCCC2)CC1.F[P-](F)(F)(F)(F)F.CCN(C(C)C)C(C)C. The catalyst is CN(C=O)C. The product is [C:13]([O:12][C:10](=[O:11])[CH:9]([NH:17][C:26](=[O:27])[CH:25]([CH2:24][C:23]([O:22][C:18]([CH3:20])([CH3:19])[CH3:21])=[O:52])[CH2:29][CH2:30][CH2:31][S:32][C:33]([C:40]1[CH:45]=[CH:44][CH:43]=[CH:42][CH:41]=1)([C:34]1[CH:35]=[CH:36][CH:37]=[CH:38][CH:39]=1)[C:46]1[CH:51]=[CH:50][CH:49]=[CH:48][CH:47]=1)[CH2:8][C:6]([O:5][C:2]([CH3:1])([CH3:3])[CH3:4])=[O:7])([CH3:16])([CH3:15])[CH3:14]. The yield is 0.860. (7) The reactants are [CH3:1][O:2][C:3]1[CH:8]=[CH:7][C:6]([N+:9]([O-:11])=[O:10])=[CH:5][C:4]=1[OH:12].C([O-])([O-])=O.[K+].[K+].[CH2:19](Cl)[C:20]#[CH:21].O. The catalyst is CC(C)=O. The product is [CH3:1][O:2][C:3]1[CH:8]=[CH:7][C:6]([N+:9]([O-:11])=[O:10])=[CH:5][C:4]=1[O:12][CH2:21][C:20]#[CH:19]. The yield is 0.880. (8) The reactants are [C:1]([CH:6]1[CH2:11][CH2:10][CH2:9][CH2:8][C:7]1=O)(=O)[CH:2]([CH3:4])[CH3:3].[C:13]([CH2:15][C:16]([NH2:18])=[O:17])#[N:14].N1CCCCC1. The catalyst is C(O)C. The product is [CH:2]([C:1]1[NH:18][C:16](=[O:17])[C:15]([C:13]#[N:14])=[C:7]2[C:6]=1[CH2:11][CH2:10][CH2:9][CH2:8]2)([CH3:4])[CH3:3]. The yield is 0.590. (9) The catalyst is O1CCCC1. The yield is 0.840. The reactants are [CH2:1]([C:3]1[CH:8]=[C:7]([O:9][CH2:10][CH2:11][CH2:12][S:13]([CH3:16])(=[O:15])=[O:14])[CH:6]=[C:5]([CH2:17][CH3:18])[C:4]=1[C:19]1[CH:24]=[CH:23][CH:22]=[C:21]([CH:25]=[O:26])[CH:20]=1)[CH3:2].CO.[BH4-].[Na+].C(O)(=O)CC(CC(O)=O)(C(O)=O)O. The product is [CH2:17]([C:5]1[CH:6]=[C:7]([O:9][CH2:10][CH2:11][CH2:12][S:13]([CH3:16])(=[O:15])=[O:14])[CH:8]=[C:3]([CH2:1][CH3:2])[C:4]=1[C:19]1[CH:24]=[CH:23][CH:22]=[C:21]([CH2:25][OH:26])[CH:20]=1)[CH3:18]. (10) The reactants are F[C:2]1[CH:7]=[CH:6][C:5]([CH3:8])=[CH:4][N:3]=1.[C-:9]#[N:10].[Na+]. The catalyst is CS(C)=O. The product is [CH3:8][C:5]1[CH:6]=[CH:7][C:2]([C:9]#[N:10])=[N:3][CH:4]=1. The yield is 0.500.